Dataset: hERG potassium channel inhibition data for cardiac toxicity prediction from Karim et al.. Task: Regression/Classification. Given a drug SMILES string, predict its toxicity properties. Task type varies by dataset: regression for continuous values (e.g., LD50, hERG inhibition percentage) or binary classification for toxic/non-toxic outcomes (e.g., AMES mutagenicity, cardiotoxicity, hepatotoxicity). Dataset: herg_karim. (1) The molecule is c1cc(N[C@@H]2CCNC2)nc(-c2cnc3ccc(-c4cn[nH]c4)cn23)c1. The result is 0 (non-blocker). (2) The compound is N#Cc1ccc(OCCCN2CC3CN(CCNS(=O)(=O)c4ccccc4)CC(C2)O3)cc1. The result is 0 (non-blocker).